This data is from Forward reaction prediction with 1.9M reactions from USPTO patents (1976-2016). The task is: Predict the product of the given reaction. (1) Given the reactants Br[C:2]1[C:7]2[N:8]=[CH:9][N:10]=[CH:11][C:6]=2[C:5](=[O:12])[N:4]([CH3:13])[CH:3]=1.[CH:14]1([CH2:17][O:18][C:19]2[CH:24]=[CH:23][C:22]([S:25]([CH3:28])(=[O:27])=[O:26])=[CH:21][C:20]=2B2OC(C)(C)C(C)(C)O2)[CH2:16][CH2:15]1.[O-]P([O-])([O-])=O.[K+].[K+].[K+].N#N, predict the reaction product. The product is: [CH:14]1([CH2:17][O:18][C:19]2[CH:24]=[CH:23][C:22]([S:25]([CH3:28])(=[O:27])=[O:26])=[CH:21][C:20]=2[C:2]2[C:7]3[N:8]=[CH:9][N:10]=[CH:11][C:6]=3[C:5](=[O:12])[N:4]([CH3:13])[CH:3]=2)[CH2:15][CH2:16]1. (2) Given the reactants [CH3:1][C:2]1[C:3]([C:18]([OH:20])=O)=[N:4][CH:5]=[C:6]([C:8]2[CH:13]=[CH:12][CH:11]=[C:10]([C:14]([F:17])([F:16])[F:15])[CH:9]=2)[CH:7]=1.[NH:21]1[CH2:26][CH2:25][CH:24]([N:27]2[CH2:31][CH2:30][CH2:29][C@H:28]2[CH2:32][O:33][C:34](=[O:41])[C:35]2[CH:40]=[CH:39][CH:38]=[CH:37][CH:36]=2)[CH2:23][CH2:22]1, predict the reaction product. The product is: [CH3:1][C:2]1[C:3]([C:18]([N:21]2[CH2:26][CH2:25][CH:24]([N:27]3[CH2:31][CH2:30][CH2:29][C@H:28]3[CH2:32][O:33][C:34](=[O:41])[C:35]3[CH:36]=[CH:37][CH:38]=[CH:39][CH:40]=3)[CH2:23][CH2:22]2)=[O:20])=[N:4][CH:5]=[C:6]([C:8]2[CH:13]=[CH:12][CH:11]=[C:10]([C:14]([F:15])([F:16])[F:17])[CH:9]=2)[CH:7]=1. (3) Given the reactants C([O:8][C:9]1[N:10]=[N:11][C:12]([C:23]#[C:24][C:25]2[CH2:30][CH2:29][CH:28]([O:31][CH3:32])[CH2:27][CH:26]=2)=[CH:13][C:14]=1[O:15]CC1C=CC=CC=1)C1C=CC=CC=1, predict the reaction product. The product is: [OH:15][C:14]1[C:9](=[O:8])[NH:10][N:11]=[C:12]([CH2:23][CH2:24][CH:25]2[CH2:30][CH2:29][CH:28]([O:31][CH3:32])[CH2:27][CH2:26]2)[CH:13]=1. (4) Given the reactants CO[C:3](=[O:23])[CH:4]([C:11]1[CH:16]=[CH:15][C:14]([N:17]2[CH2:22][CH2:21][O:20][CH2:19][CH2:18]2)=[CH:13][CH:12]=1)[CH2:5][CH:6]1[CH2:10][CH2:9][CH2:8][CH2:7]1.[CH3:24][NH:25][C:26]([NH2:28])=[O:27].C[O-].[Mg+2].C[O-].CO, predict the reaction product. The product is: [CH:6]1([CH2:5][CH:4]([C:11]2[CH:16]=[CH:15][C:14]([N:17]3[CH2:18][CH2:19][O:20][CH2:21][CH2:22]3)=[CH:13][CH:12]=2)[C:3]([NH:28][C:26]([NH:25][CH3:24])=[O:27])=[O:23])[CH2:7][CH2:8][CH2:9][CH2:10]1. (5) Given the reactants [O:1]=[S:2]1(=[O:36])[CH2:7][CH2:6][N:5]([C:8]2[CH:13]=[CH:12][C:11]([C:14]3[S:18][C:17]([C:19]4[CH:20]=[N:21][CH:22]=[C:23]([F:25])[CH:24]=4)=[N:16][C:15]=3[C@@H:26]3[CH2:31][CH2:30][C@H:29]([F:32])[CH2:28][C@H:27]3[C:33](O)=[O:34])=[CH:10][CH:9]=2)[CH2:4][CH2:3]1.Cl.[NH2:38][C:39]1([C:42]#[N:43])[CH2:41][CH2:40]1.CCN(C(C)C)C(C)C, predict the reaction product. The product is: [C:42]([C:39]1([NH:38][C:33]([C@@H:27]2[CH2:28][C@@H:29]([F:32])[CH2:30][CH2:31][C@H:26]2[C:15]2[N:16]=[C:17]([C:19]3[CH:20]=[N:21][CH:22]=[C:23]([F:25])[CH:24]=3)[S:18][C:14]=2[C:11]2[CH:12]=[CH:13][C:8]([N:5]3[CH2:6][CH2:7][S:2](=[O:1])(=[O:36])[CH2:3][CH2:4]3)=[CH:9][CH:10]=2)=[O:34])[CH2:41][CH2:40]1)#[N:43]. (6) Given the reactants [OH:1][CH2:2][C:3]1([CH2:7][O:8][C:9]2[CH:14]=[C:13]([CH3:15])[C:12]([C:16]3[CH:21]=[CH:20][CH:19]=[C:18]([CH2:22][O:23][C:24]4[CH:29]=[CH:28][C:27]([C:30]5([CH2:34][C:35]([O:37]CC)=[O:36])[CH2:33][O:32][CH2:31]5)=[CH:26][CH:25]=4)[CH:17]=3)=[C:11]([CH3:40])[CH:10]=2)[CH2:6][O:5][CH2:4]1, predict the reaction product. The product is: [OH:1][CH2:2][C:3]1([CH2:7][O:8][C:9]2[CH:14]=[C:13]([CH3:15])[C:12]([C:16]3[CH:21]=[CH:20][CH:19]=[C:18]([CH2:22][O:23][C:24]4[CH:29]=[CH:28][C:27]([C:30]5([CH2:34][C:35]([OH:37])=[O:36])[CH2:31][O:32][CH2:33]5)=[CH:26][CH:25]=4)[CH:17]=3)=[C:11]([CH3:40])[CH:10]=2)[CH2:6][O:5][CH2:4]1.